Dataset: Peptide-MHC class II binding affinity with 134,281 pairs from IEDB. Task: Regression. Given a peptide amino acid sequence and an MHC pseudo amino acid sequence, predict their binding affinity value. This is MHC class II binding data. (1) The peptide sequence is PTPVNIIGRNMLTQIGC. The MHC is HLA-DQA10104-DQB10503 with pseudo-sequence HLA-DQA10104-DQB10503. The binding affinity (normalized) is 0.194. (2) The peptide sequence is VQDPKFWELVDEERK. The MHC is HLA-DQA10201-DQB10303 with pseudo-sequence HLA-DQA10201-DQB10303. The binding affinity (normalized) is 0. (3) The peptide sequence is VAANRIQLLALIATN. The MHC is HLA-DQA10102-DQB10602 with pseudo-sequence HLA-DQA10102-DQB10602. The binding affinity (normalized) is 0.609. (4) The binding affinity (normalized) is 0.539. The peptide sequence is GELQIVDKIDAAFHI. The MHC is DRB1_1201 with pseudo-sequence DRB1_1201. (5) The peptide sequence is GYKVQTNGPWMQVPL. The MHC is DRB4_0103 with pseudo-sequence DRB4_0103. The binding affinity (normalized) is 0.363. (6) The peptide sequence is LDGVNLVASQPIFTG. The MHC is DRB1_0301 with pseudo-sequence DRB1_0301. The binding affinity (normalized) is 0.449.